The task is: Regression/Classification. Given a drug SMILES string, predict its absorption, distribution, metabolism, or excretion properties. Task type varies by dataset: regression for continuous measurements (e.g., permeability, clearance, half-life) or binary classification for categorical outcomes (e.g., BBB penetration, CYP inhibition). Dataset: cyp3a4_substrate_carbonmangels.. This data is from CYP3A4 substrate classification data from Carbon-Mangels et al.. (1) The compound is COCC(=O)O[C@]1(CCN(C)CCCc2nc3ccccc3[nH]2)CCc2cc(F)ccc2[C@@H]1C(C)C. The result is 1 (substrate). (2) The result is 0 (non-substrate). The drug is O=[N+]([O-])c1cncn1CCN1CCOCC1.